From a dataset of Forward reaction prediction with 1.9M reactions from USPTO patents (1976-2016). Predict the product of the given reaction. (1) Given the reactants [N+]([C:4]1[CH:9]=[C:8]([N+:10]([O-])=O)[C:7]([C:13]([F:16])([F:15])[F:14])=[CH:6][C:5]=1/[CH:17]=[CH:18]/[N:19](C)C)([O-])=O, predict the reaction product. The product is: [F:16][C:13]([F:14])([F:15])[C:7]1[CH:6]=[C:5]2[C:4](=[CH:9][C:8]=1[NH2:10])[NH:19][CH:18]=[CH:17]2. (2) Given the reactants [CH2:1]([C:8]1[O:9][C:10]2[CH:37]=[CH:36][CH:35]=[CH:34][C:11]=2[C:12]=1[C:13]1[CH:18]=[CH:17][C:16]([C:19]2[CH:24]=[CH:23][C:22]([OH:25])=[C:21]([C:26]3[CH:31]=[CH:30][C:29]([O:32][CH3:33])=[CH:28][CH:27]=3)[CH:20]=2)=[CH:15][CH:14]=1)[C:2]1[CH:7]=[CH:6][CH:5]=[CH:4][CH:3]=1.C[O:39][C:40](=[O:50])[C@H:41]([CH2:43][C:44]1[CH:49]=[CH:48][CH:47]=[CH:46][CH:45]=1)O, predict the reaction product. The product is: [CH2:1]([C:8]1[O:9][C:10]2[CH:37]=[CH:36][CH:35]=[CH:34][C:11]=2[C:12]=1[C:13]1[CH:14]=[CH:15][C:16]([C:19]2[CH:24]=[CH:23][C:22]([O:25][C@@H:41]([CH2:43][C:44]3[CH:49]=[CH:48][CH:47]=[CH:46][CH:45]=3)[C:40]([OH:50])=[O:39])=[C:21]([C:26]3[CH:27]=[CH:28][C:29]([O:32][CH3:33])=[CH:30][CH:31]=3)[CH:20]=2)=[CH:17][CH:18]=1)[C:2]1[CH:3]=[CH:4][CH:5]=[CH:6][CH:7]=1. (3) Given the reactants [CH:1]1([N:6]2[C:14]3[C:9](=[CH:10][C:11]([O:15][C@H:16]([C:20]4[CH:25]=[CH:24][CH:23]=[CH:22][CH:21]=4)[C@@H:17]([NH2:19])[CH3:18])=[CH:12][CH:13]=3)[CH:8]=[N:7]2)[CH2:5][CH2:4][CH2:3][CH2:2]1.[CH:26]1([S:29](Cl)(=[O:31])=[O:30])[CH2:28][CH2:27]1, predict the reaction product. The product is: [CH:1]1([N:6]2[C:14]3[C:9](=[CH:10][C:11]([O:15][C@H:16]([C:20]4[CH:21]=[CH:22][CH:23]=[CH:24][CH:25]=4)[C@@H:17]([NH:19][S:29]([CH:26]4[CH2:28][CH2:27]4)(=[O:31])=[O:30])[CH3:18])=[CH:12][CH:13]=3)[CH:8]=[N:7]2)[CH2:2][CH2:3][CH2:4][CH2:5]1. (4) Given the reactants C(O[BH-](OC(=O)C)OC(=O)C)(=O)C.[Na+].[CH:15]1([S:18][C:19]2[CH:24]=[CH:23][C:22]([C:25]([C:27]3[NH:32][C:31](=[O:33])[C:30]([C:34]([F:37])([F:36])[F:35])=[CH:29][CH:28]=3)=[O:26])=[CH:21][CH:20]=2)[CH2:17][CH2:16]1.[Cl-].[NH4+], predict the reaction product. The product is: [CH:15]1([S:18][C:19]2[CH:24]=[CH:23][C:22]([CH:25]([OH:26])[C:27]3[NH:32][C:31](=[O:33])[C:30]([C:34]([F:36])([F:35])[F:37])=[CH:29][CH:28]=3)=[CH:21][CH:20]=2)[CH2:17][CH2:16]1. (5) Given the reactants [NH2:1][C:2]1[CH:7]=[CH:6][C:5]([SH:8])=[C:4]([O:9][CH3:10])[CH:3]=1.[OH-].[Na+].Cl.Cl[CH2:15][C:16]1[CH:17]=[N:18][CH:19]=[CH:20][CH:21]=1, predict the reaction product. The product is: [CH3:10][O:9][C:4]1[CH:3]=[C:2]([CH:7]=[CH:6][C:5]=1[S:8][CH2:15][C:16]1[CH:17]=[N:18][CH:19]=[CH:20][CH:21]=1)[NH2:1].